Dataset: Catalyst prediction with 721,799 reactions and 888 catalyst types from USPTO. Task: Predict which catalyst facilitates the given reaction. (1) Reactant: F[P-](F)(F)(F)(F)F.N1(O[P+](N(C)C)(N(C)C)N(C)C)C2C=CC=CC=2N=N1.[CH:28]1([CH2:33][CH:34]([C:38]2[CH:43]=[CH:42][C:41]([S:44][CH3:45])=[C:40]([C:46]([F:49])([F:48])[F:47])[CH:39]=2)[C:35](O)=[O:36])[CH2:32][CH2:31][CH2:30][CH2:29]1.C(N(CC)C(C)C)(C)C.[NH2:59][C:60]1[S:61][CH:62]=[CH:63][N:64]=1.Cl. Product: [CH:28]1([CH2:33][CH:34]([C:38]2[CH:43]=[CH:42][C:41]([S:44][CH3:45])=[C:40]([C:46]([F:49])([F:48])[F:47])[CH:39]=2)[C:35]([NH:59][C:60]2[S:61][CH:62]=[CH:63][N:64]=2)=[O:36])[CH2:29][CH2:30][CH2:31][CH2:32]1. The catalyst class is: 35. (2) Reactant: [F:1][C:2]1[CH:11]=[CH:10][C:5]2[C:6](=O)[CH2:7][O:8][C:4]=2[CH:3]=1.C([O-])(=O)C.[Na+].Cl.[NH2:18][OH:19]. Product: [F:1][C:2]1[CH:11]=[CH:10][C:5]2[C:6](=[N:18][OH:19])[CH2:7][O:8][C:4]=2[CH:3]=1. The catalyst class is: 8.